Dataset: Reaction yield outcomes from USPTO patents with 853,638 reactions. Task: Predict the reaction yield, written as a fraction of the theoretical maximum amount of product (1.0 means a 100% yield; for example, 0.34 means a 34% yield). (1) The reactants are [CH3:1][C:2]1[NH:3][C:4]([NH2:7])=[N:5][N:6]=1.O=[C:9]1[CH2:12][CH:11]([C:13]([O:15][CH2:16][CH3:17])=[O:14])[CH2:10]1.C(O[BH-](OC(=O)C)OC(=O)C)(=O)C.[Na+]. The catalyst is C(O)(=O)C. The product is [CH3:1][C:2]1[NH:3][C:4]([NH:7][CH:9]2[CH2:12][CH:11]([C:13]([O:15][CH2:16][CH3:17])=[O:14])[CH2:10]2)=[N:5][N:6]=1. The yield is 0.620. (2) The reactants are [O:1]1[CH:5]=[CH:4][CH:3]=[C:2]1[C:6]1[NH:10][C:9]2[C:11]([O:26]C)=[CH:12][CH:13]=[C:14]([C:15]([NH:17][CH2:18][CH2:19][C:20]3[N:21]([CH3:25])[CH:22]=[CH:23][CH:24]=3)=[O:16])[C:8]=2[N:7]=1.B(Br)(Br)Br. No catalyst specified. The product is [O:1]1[CH:5]=[CH:4][CH:3]=[C:2]1[C:6]1[NH:10][C:9]2[C:11]([OH:26])=[CH:12][CH:13]=[C:14]([C:15]([NH:17][CH2:18][CH2:19][C:20]3[N:21]([CH3:25])[CH:22]=[CH:23][CH:24]=3)=[O:16])[C:8]=2[N:7]=1. The yield is 0.0700. (3) The reactants are [CH:1]1([C:4]2[N:9]=[C:8]([C:10]3[C:18]4[C:13](=[CH:14][CH:15]=[C:16]([C:19]([OH:21])=O)[CH:17]=4)[NH:12][CH:11]=3)[CH:7]=[N:6][CH:5]=2)[CH2:3][CH2:2]1.[C:22]1([NH:28][C:29](=[O:32])[NH:30][NH2:31])[CH:27]=[CH:26][CH:25]=[CH:24][CH:23]=1.C(Cl)CCl.C1C=CC2N(O)N=NC=2C=1.CCN(C(C)C)C(C)C. The catalyst is CN(C=O)C.O. The product is [CH:1]1([C:4]2[N:9]=[C:8]([C:10]3[C:18]4[C:13](=[CH:14][CH:15]=[C:16]([C:19]([NH:31][NH:30][C:29]([NH:28][C:22]5[CH:23]=[CH:24][CH:25]=[CH:26][CH:27]=5)=[O:32])=[O:21])[CH:17]=4)[NH:12][CH:11]=3)[CH:7]=[N:6][CH:5]=2)[CH2:2][CH2:3]1. The yield is 0.870.